From a dataset of Catalyst prediction with 721,799 reactions and 888 catalyst types from USPTO. Predict which catalyst facilitates the given reaction. (1) Reactant: [CH:1]([C@@H:4]1[CH2:8][C@@H:7]([CH:9]2[CH2:11][N@@:10]2[S:12]([C:15]2[CH:20]=[CH:19][CH:18]=[CH:17][C:16]=2[N+:21]([O-:23])=[O:22])(=[O:14])=[O:13])[O:6][C:5]1=[O:24])([CH3:3])[CH3:2].[CH3:25][O:26][CH2:27][O:28][C:29]1[CH:34]=[CH:33][CH:32]=[CH:31][C:30]=1[N:35]1[CH2:40][C:39]([CH3:42])([CH3:41])[NH:38][CH2:37][C:36]1=[O:43]. Product: [CH:1]([C@H:4]1[C:5](=[O:24])[O:6][C@H:7]([C@@H:9]([NH:10][S:12]([C:15]2[CH:20]=[CH:19][CH:18]=[CH:17][C:16]=2[N+:21]([O-:23])=[O:22])(=[O:14])=[O:13])[CH2:11][N:38]2[CH2:37][C:36](=[O:43])[N:35]([C:30]3[CH:31]=[CH:32][CH:33]=[CH:34][C:29]=3[O:28][CH2:27][O:26][CH3:25])[CH2:40][C:39]2([CH3:42])[CH3:41])[CH2:8]1)([CH3:3])[CH3:2]. The catalyst class is: 11. (2) The catalyst class is: 31. Reactant: [NH:1]1[C:5]2[CH:6]=[CH:7][CH:8]=[CH:9][C:4]=2[N:3]=[C:2]1[CH2:10][N:11]([CH3:22])[CH:12]1[C:21]2[N:20]=[CH:19][CH:18]=[CH:17][C:16]=2[CH2:15][CH2:14][CH2:13]1.Cl[CH2:24][CH:25]1[CH2:28][N:27]([C:29]([O:31][C:32]([CH3:35])([CH3:34])[CH3:33])=[O:30])[CH2:26]1.[I-].[K+].C([O-])([O-])=O.[K+].[K+]. Product: [CH3:22][N:11]([CH2:10][C:2]1[N:3]([CH2:24][CH:25]2[CH2:28][N:27]([C:29]([O:31][C:32]([CH3:33])([CH3:35])[CH3:34])=[O:30])[CH2:26]2)[C:4]2[CH:9]=[CH:8][CH:7]=[CH:6][C:5]=2[N:1]=1)[CH:12]1[C:21]2[N:20]=[CH:19][CH:18]=[CH:17][C:16]=2[CH2:15][CH2:14][CH2:13]1. (3) Reactant: C([O:8][C:9]1[CH:10]=[CH:11][C:12]2[O:16][C:15]([C:17]([CH:19]3[CH2:24][CH2:23][CH2:22][CH2:21][CH2:20]3)=[O:18])=[C:14]([CH3:25])[C:13]=2[CH:26]=1)C1C=CC=CC=1. Product: [CH:19]1([C:17]([C:15]2[O:16][C:12]3[CH:11]=[CH:10][C:9]([OH:8])=[CH:26][C:13]=3[C:14]=2[CH3:25])=[O:18])[CH2:20][CH2:21][CH2:22][CH2:23][CH2:24]1. The catalyst class is: 199. (4) Reactant: N[C:2]1[CH:7]=[CH:6][C:5]([N:8]2[CH2:13][CH2:12][CH:11]([OH:14])[CH2:10][CH2:9]2)=[CH:4][CH:3]=1.N([O-])=O.[Na+].[OH-].[Na+].[BrH:21]. Product: [Br:21][C:2]1[CH:7]=[CH:6][C:5]([N:8]2[CH2:13][CH2:12][CH:11]([OH:14])[CH2:10][CH2:9]2)=[CH:4][CH:3]=1. The catalyst class is: 6. (5) Reactant: [Cl:1][C:2]1[CH:3]=[C:4]([N:9]2[C:13]([C:14]3[CH:19]=[C:18]([F:20])[CH:17]=[C:16]([Cl:21])[CH:15]=3)=[CH:12][C:11]([C:22]([O:24]CC)=[O:23])=[N:10]2)[CH:5]=[CH:6][C:7]=1[F:8].[OH-].[Li+].O.Cl. Product: [Cl:1][C:2]1[CH:3]=[C:4]([N:9]2[C:13]([C:14]3[CH:19]=[C:18]([F:20])[CH:17]=[C:16]([Cl:21])[CH:15]=3)=[CH:12][C:11]([C:22]([OH:24])=[O:23])=[N:10]2)[CH:5]=[CH:6][C:7]=1[F:8]. The catalyst class is: 7. (6) Reactant: [C:1](Cl)(=[O:3])[CH3:2].[CH3:5][O:6][C:7]([C:9]1[CH:10]=[C:11]([CH3:33])[C:12]2[O:18][C:17]3[C:19]([Cl:29])=[CH:20][C:21]([N:23]4[CH2:28][CH2:27][NH:26][CH2:25][CH2:24]4)=[CH:22][C:16]=3[CH2:15][S:14](=[O:31])(=[O:30])[C:13]=2[CH:32]=1)=[O:8].N1C=CC=CC=1. Product: [CH3:5][O:6][C:7]([C:9]1[CH:10]=[C:11]([CH3:33])[C:12]2[O:18][C:17]3[C:19]([Cl:29])=[CH:20][C:21]([N:23]4[CH2:24][CH2:25][N:26]([C:1](=[O:3])[CH3:2])[CH2:27][CH2:28]4)=[CH:22][C:16]=3[CH2:15][S:14](=[O:30])(=[O:31])[C:13]=2[CH:32]=1)=[O:8]. The catalyst class is: 4.